The task is: Predict the reaction yield, written as a fraction of the theoretical maximum amount of product (1.0 means a 100% yield; for example, 0.34 means a 34% yield).. This data is from Reaction yield outcomes from USPTO patents with 853,638 reactions. (1) The reactants are C(O)(C(F)(F)F)=O.[CH:8]([C@H:11]1[N:16](C(OC(C)(C)C)=O)[CH2:15][CH2:14][N:13]2[C:24]3[CH:30]=[C:29]([S:31]([CH3:34])(=[O:33])=[O:32])[C:28]([C:35]([O:37][CH3:38])=[O:36])=[CH:27][C:25]=3[N:26]=[C:12]12)([CH3:10])[CH3:9]. The catalyst is C(Cl)Cl. The product is [CH:8]([C@H:11]1[NH:16][CH2:15][CH2:14][N:13]2[C:24]3[CH:30]=[C:29]([S:31]([CH3:34])(=[O:33])=[O:32])[C:28]([C:35]([O:37][CH3:38])=[O:36])=[CH:27][C:25]=3[N:26]=[C:12]12)([CH3:10])[CH3:9]. The yield is 0.964. (2) The reactants are [CH2:1]([N:3]1[C:12]2[C:7](=[CH:8][C:9]([F:23])=[C:10]([N:13]3[CH2:18][CH2:17][N:16]([CH2:19][C:20](=O)[CH3:21])[CH2:15][CH2:14]3)[CH:11]=2)[C:6](=[O:24])[C:5]([C:25]([OH:27])=[O:26])=[CH:4]1)[CH3:2].Cl.[NH2:29][OH:30].C(=O)(O)[O-].[Na+].C(Cl)Cl. The catalyst is CO.O. The product is [CH2:1]([N:3]1[C:12]2[C:7](=[CH:8][C:9]([F:23])=[C:10]([N:13]3[CH2:14][CH2:15][N:16]([CH2:19][C:20](=[N:29][OH:30])[CH3:21])[CH2:17][CH2:18]3)[CH:11]=2)[C:6](=[O:24])[C:5]([C:25]([OH:27])=[O:26])=[CH:4]1)[CH3:2]. The yield is 0.720. (3) The reactants are C([O:8][C:9]1[N:10]=[N:11][C:12]([C:23]#[C:24][C:25]2[CH:26]=[N:27][CH:28]=[C:29]([C:31]([F:34])([F:33])[F:32])[CH:30]=2)=[CH:13][C:14]=1[O:15]CC1C=CC=CC=1)C1C=CC=CC=1. The catalyst is CO.[Pd]. The product is [OH:15][C:14]1[C:9](=[O:8])[NH:10][N:11]=[C:12]([CH2:23][CH2:24][C:25]2[CH:26]=[N:27][CH:28]=[C:29]([C:31]([F:32])([F:33])[F:34])[CH:30]=2)[CH:13]=1. The yield is 0.820. (4) The reactants are Br[C:2]1[CH:3]=[CH:4][C:5]([F:19])=[C:6]([C@:8]2([CH3:18])[CH2:14][C:13]([CH3:16])([CH3:15])[O:12][CH2:11][C:10](=[O:17])[NH:9]2)[CH:7]=1.CC(C)([O-])C.[Na+].C(P(C(C)(C)C)C1C=CC=CC=1C1C(C(C)C)=CC(C(C)C)=CC=1C(C)C)(C)(C)C.[C:56](=[NH:69])([C:63]1[CH:68]=[CH:67][CH:66]=[CH:65][CH:64]=1)[C:57]1[CH:62]=[CH:61][CH:60]=[CH:59][CH:58]=1. The catalyst is C1(C)C=CC=CC=1.C1C=CC(/C=C/C(/C=C/C2C=CC=CC=2)=O)=CC=1.C1C=CC(/C=C/C(/C=C/C2C=CC=CC=2)=O)=CC=1.C1C=CC(/C=C/C(/C=C/C2C=CC=CC=2)=O)=CC=1.[Pd].[Pd].C(Cl)(Cl)Cl.O. The product is [C:56](=[N:69][C:2]1[CH:3]=[CH:4][C:5]([F:19])=[C:6]([C@:8]2([CH3:18])[CH2:14][C:13]([CH3:16])([CH3:15])[O:12][CH2:11][C:10](=[O:17])[NH:9]2)[CH:7]=1)([C:63]1[CH:64]=[CH:65][CH:66]=[CH:67][CH:68]=1)[C:57]1[CH:62]=[CH:61][CH:60]=[CH:59][CH:58]=1. The yield is 0.880. (5) The reactants are [N:1]1[CH:2]=[CH:3][N:4]2[CH:9]=[CH:8][C:7]([NH2:10])=[CH:6][C:5]=12.C([O-])([O-])=O.[Cs+].[Cs+].Br[C:18]1[C:19](=[O:26])[N:20]([CH3:25])[CH:21]=[C:22]([Br:24])[N:23]=1.CC1(C)C2C(=C(P(C3C=CC=CC=3)C3C=CC=CC=3)C=CC=2)OC2C(P(C3C=CC=CC=3)C3C=CC=CC=3)=CC=CC1=2. The catalyst is C1C=CC(/C=C/C(/C=C/C2C=CC=CC=2)=O)=CC=1.C1C=CC(/C=C/C(/C=C/C2C=CC=CC=2)=O)=CC=1.C1C=CC(/C=C/C(/C=C/C2C=CC=CC=2)=O)=CC=1.[Pd].[Pd].O1CCOCC1. The product is [Br:24][C:22]1[N:23]=[C:18]([NH:10][C:7]2[CH:8]=[CH:9][N:4]3[CH:3]=[CH:2][N:1]=[C:5]3[CH:6]=2)[C:19](=[O:26])[N:20]([CH3:25])[CH:21]=1. The yield is 0.440. (6) The reactants are [Cl:1][C:2]1[CH:7]=[CH:6][C:5]([S:8]([NH:11][CH:12]2[CH2:15][CH2:14][CH2:13]2)(=[O:10])=[O:9])=[CH:4][C:3]=1[NH:16][C:17]1[S:18][CH2:19][C:20](=[O:22])[N:21]=1.N[C:24]([NH:26][C:27]1[CH:28]=[C:29](S(NC2CCC2)(=O)=O)[CH:30]=[CH:31][C:32]=1Cl)=S.Cl[CH2:43][C:44](O)=O.[C:47]([O-])(=O)C.[Na+]. The catalyst is C(O)(=O)C.O. The product is [Cl:1][C:2]1[CH:7]=[CH:6][C:5]([S:8]([NH:11][CH:12]2[CH2:15][CH2:14][CH2:13]2)(=[O:10])=[O:9])=[CH:4][C:3]=1[NH:16][C:17]1[S:18]/[C:19](=[CH:47]\[C:30]2[CH:31]=[C:32]3[C:27](=[CH:28][CH:29]=2)[N:26]=[CH:24][CH:44]=[CH:43]3)/[C:20](=[O:22])[N:21]=1. The yield is 0.650. (7) The reactants are [CH:1]1([O:7][C:8]2[CH:13]=[CH:12][C:11]([S:14]([CH2:17][CH3:18])(=[O:16])=[O:15])=[CH:10][C:9]=2[C:19]2[C:20]3[CH:29]=[C:28]([C:30]4[CH:31]=[N:32][N:33]([CH:35]5[CH2:40][CH2:39][N:38](C(OC(C)(C)C)=O)[CH2:37][CH2:36]5)[CH:34]=4)[NH:27][C:21]=3[C:22](=[O:26])[N:23]([CH3:25])[CH:24]=2)[CH2:6][CH2:5][CH2:4][CH2:3][CH2:2]1.FC(F)(F)C(O)=O. The catalyst is ClCCl. The product is [CH:1]1([O:7][C:8]2[CH:13]=[CH:12][C:11]([S:14]([CH2:17][CH3:18])(=[O:15])=[O:16])=[CH:10][C:9]=2[C:19]2[C:20]3[CH:29]=[C:28]([C:30]4[CH:31]=[N:32][N:33]([CH:35]5[CH2:36][CH2:37][NH:38][CH2:39][CH2:40]5)[CH:34]=4)[NH:27][C:21]=3[C:22](=[O:26])[N:23]([CH3:25])[CH:24]=2)[CH2:2][CH2:3][CH2:4][CH2:5][CH2:6]1. The yield is 1.00. (8) The reactants are [Cl-].O[NH3+:3].[C:4](=[O:7])([O-])[OH:5].[Na+].CS(C)=O.[CH3:13][O:14][C:15]1[CH:50]=[C:49]([O:51][CH3:52])[CH:48]=[CH:47][C:16]=1[CH2:17][N:18]1[C:23](=[O:24])[C:22]([CH2:25][C:26]2[CH:31]=[CH:30][C:29]([C:32]3[C:33]([C:38]#[N:39])=[CH:34][CH:35]=[CH:36][CH:37]=3)=[CH:28][C:27]=2[F:40])=[C:21]([CH2:41][CH2:42][CH3:43])[N:20]2[N:44]=[CH:45][N:46]=[C:19]12. The catalyst is C(OCC)(=O)C. The product is [CH3:13][O:14][C:15]1[CH:50]=[C:49]([O:51][CH3:52])[CH:48]=[CH:47][C:16]=1[CH2:17][N:18]1[C:23](=[O:24])[C:22]([CH2:25][C:26]2[CH:31]=[CH:30][C:29]([C:32]3[CH:37]=[CH:36][CH:35]=[CH:34][C:33]=3[C:38]3[NH:3][C:4](=[O:7])[O:5][N:39]=3)=[CH:28][C:27]=2[F:40])=[C:21]([CH2:41][CH2:42][CH3:43])[N:20]2[N:44]=[CH:45][N:46]=[C:19]12. The yield is 0.450. (9) The reactants are [CH3:1][O:2][C:3]([NH:5][C@@H:6]([CH:10]([C:17]1[CH:22]=[CH:21][CH:20]=[CH:19][CH:18]=1)[C:11]1[CH:16]=[CH:15][CH:14]=[CH:13][CH:12]=1)[C:7](O)=[O:8])=[O:4].CCN=C=NCCCN(C)C.C1C=CC2N(O)N=NC=2C=1.C([O:46][P:47](=[O:74])([O:71]CC)[O:48][CH2:49][C@@H:50]([N:56]([S:61]([C:64]1[CH:69]=[CH:68][C:67]([NH2:70])=[CH:66][CH:65]=1)(=[O:63])=[O:62])[CH2:57][CH:58]([CH3:60])[CH3:59])[CH2:51][CH2:52][CH2:53][CH2:54][NH2:55])C. The catalyst is CN(C=O)C. The product is [CH3:1][O:2][C:3](=[O:4])[NH:5][C@H:6]([C:7](=[O:8])[NH:55][CH2:54][CH2:53][CH2:52][CH2:51][C@H:50]([N:56]([S:61]([C:64]1[CH:65]=[CH:66][C:67]([NH2:70])=[CH:68][CH:69]=1)(=[O:62])=[O:63])[CH2:57][CH:58]([CH3:60])[CH3:59])[CH2:49][O:48][P:47]([OH:71])([OH:46])=[O:74])[CH:10]([C:17]1[CH:22]=[CH:21][CH:20]=[CH:19][CH:18]=1)[C:11]1[CH:16]=[CH:15][CH:14]=[CH:13][CH:12]=1. The yield is 0.830.